From a dataset of Peptide-MHC class II binding affinity with 134,281 pairs from IEDB. Regression. Given a peptide amino acid sequence and an MHC pseudo amino acid sequence, predict their binding affinity value. This is MHC class II binding data. (1) The peptide sequence is IWYMWLGARYLEFEAKK. The MHC is DRB1_0801 with pseudo-sequence DRB1_0801. The binding affinity (normalized) is 0.577. (2) The peptide sequence is TFTVEKGSNEKHLAV. The MHC is HLA-DQA10401-DQB10402 with pseudo-sequence HLA-DQA10401-DQB10402. The binding affinity (normalized) is 0. (3) The peptide sequence is AVWVDGKARTAWVDS. The MHC is HLA-DQA10501-DQB10201 with pseudo-sequence HLA-DQA10501-DQB10201. The binding affinity (normalized) is 0.169. (4) The peptide sequence is AAAAAYEAAFAATVP. The MHC is DRB3_0202 with pseudo-sequence DRB3_0202. The binding affinity (normalized) is 0.393. (5) The peptide sequence is STVLGFAALAAAAAF. The MHC is HLA-DQA10501-DQB10301 with pseudo-sequence HLA-DQA10501-DQB10301. The binding affinity (normalized) is 0.995. (6) The peptide sequence is LLESLSSLGAHLDSD. The MHC is DRB4_0101 with pseudo-sequence DRB4_0103. The binding affinity (normalized) is 0.474.